From a dataset of Forward reaction prediction with 1.9M reactions from USPTO patents (1976-2016). Predict the product of the given reaction. (1) Given the reactants [OH-:1].[K+].O[NH2:4].Cl.CO[C:8](=[O:40])/[CH:9]=[CH:10]/[C:11]1[CH:16]=[CH:15][C:14]([CH2:17][N:18]([CH2:30][CH2:31][O:32][Si:33]([C:36]([CH3:39])([CH3:38])[CH3:37])([CH3:35])[CH3:34])[CH2:19][CH2:20][C:21]2[C:29]3[C:24](=[CH:25][CH:26]=[CH:27][CH:28]=3)[NH:23][CH:22]=2)=[CH:13][CH:12]=1.ON.C(=O)=O, predict the reaction product. The product is: [OH:1][NH:4][C:8](=[O:40])/[CH:9]=[CH:10]/[C:11]1[CH:16]=[CH:15][C:14]([CH2:17][N:18]([CH2:30][CH2:31][O:32][Si:33]([C:36]([CH3:37])([CH3:38])[CH3:39])([CH3:35])[CH3:34])[CH2:19][CH2:20][C:21]2[C:29]3[C:24](=[CH:25][CH:26]=[CH:27][CH:28]=3)[NH:23][CH:22]=2)=[CH:13][CH:12]=1. (2) Given the reactants O[C:2]1[C:3]2[N:11]=[CH:10][CH:9]=[C:8]([C:12]([NH2:14])=[O:13])[C:4]=2[N:5]=[CH:6][N:7]=1.Cl.[NH2:16][C@@H:17]([C:33]1[CH:38]=[CH:37][C:36]([Cl:39])=[CH:35][CH:34]=1)[CH2:18][N:19]([CH3:32])S(C1C=CC([N+]([O-])=O)=CC=1)(=O)=O, predict the reaction product. The product is: [Cl:39][C:36]1[CH:35]=[CH:34][C:33]([C@H:17]([NH:16][C:2]2[C:3]3[N:11]=[CH:10][CH:9]=[C:8]([C:12]([NH2:14])=[O:13])[C:4]=3[N:5]=[CH:6][N:7]=2)[CH2:18][NH:19][CH3:32])=[CH:38][CH:37]=1.